From a dataset of Full USPTO retrosynthesis dataset with 1.9M reactions from patents (1976-2016). Predict the reactants needed to synthesize the given product. (1) Given the product [C:63]([NH:67][C:33]([C:32]1[CH:31]=[C:30]([C:27]2[CH:28]=[CH:29][C:19]3[O:18][C:17]([C:14]4[CH:15]=[CH:16][C:11]([F:10])=[CH:12][CH:13]=4)=[C:21]([C:22]([NH:23][CH3:24])=[O:25])[C:20]=3[CH:26]=2)[CH:38]=[CH:37][CH:36]=1)=[O:34])([CH3:66])([CH3:65])[CH3:64], predict the reactants needed to synthesize it. The reactants are: CCN(C(C)C)C(C)C.[F:10][C:11]1[CH:16]=[CH:15][C:14]([C:17]2[O:18][C:19]3[CH:29]=[CH:28][C:27]([C:30]4[CH:31]=[C:32]([CH:36]=[CH:37][CH:38]=4)[C:33](O)=[O:34])=[CH:26][C:20]=3[C:21]=2[C:22](=[O:25])[NH:23][CH3:24])=[CH:13][CH:12]=1.CN(C(ON1N=NC2C=CC=NC1=2)=[N+](C)C)C.F[P-](F)(F)(F)(F)F.[C:63]([NH2:67])([CH3:66])([CH3:65])[CH3:64]. (2) Given the product [F:28][C:18]1[C:17]([CH2:16][C:13]2[N:11]3[N:12]=[C:7]([C:5](=[O:4])[CH3:6])[CH:8]=[CH:9][C:10]3=[N:15][N:14]=2)=[C:26]([F:27])[CH:25]=[C:24]2[C:19]=1[CH:20]=[CH:21][CH:22]=[N:23]2, predict the reactants needed to synthesize it. The reactants are: Cl.C([O:4][C:5]([C:7]1[CH:8]=[CH:9][C:10]2[N:11]([C:13]([CH2:16][C:17]3[C:18]([F:28])=[C:19]4[C:24](=[CH:25][C:26]=3[F:27])[N:23]=[CH:22][CH:21]=[CH:20]4)=[N:14][N:15]=2)[N:12]=1)=[CH2:6])C.